From a dataset of Peptide-MHC class II binding affinity with 134,281 pairs from IEDB. Regression. Given a peptide amino acid sequence and an MHC pseudo amino acid sequence, predict their binding affinity value. This is MHC class II binding data. The peptide sequence is TVKVEPHTGDYVAAN. The MHC is DRB1_1501 with pseudo-sequence DRB1_1501. The binding affinity (normalized) is 0.689.